Dataset: Forward reaction prediction with 1.9M reactions from USPTO patents (1976-2016). Task: Predict the product of the given reaction. (1) The product is: [CH2:27]([O:26][C:23]1[CH:24]=[CH:25][C:20]([C:10]2[O:11][C:12]3[C:17]([C:18](=[O:19])[C:9]=2[O:8][CH2:1][C:2]2[CH:7]=[CH:6][CH:5]=[CH:4][CH:3]=2)=[CH:16][CH:15]=[CH:14][CH:13]=3)=[CH:21][C:22]=1[O:34][CH2:57][P:58](=[O:59])([O:63][CH2:64][CH3:65])[O:60][CH2:61][CH3:62])[C:28]1[CH:33]=[CH:32][CH:31]=[CH:30][CH:29]=1. Given the reactants [CH2:1]([O:8][C:9]1[C:18](=[O:19])[C:17]2[C:12](=[CH:13][CH:14]=[CH:15][CH:16]=2)[O:11][C:10]=1[C:20]1[CH:25]=[CH:24][C:23]([O:26][CH2:27][C:28]2[CH:33]=[CH:32][CH:31]=[CH:30][CH:29]=2)=[C:22]([OH:34])[CH:21]=1)[C:2]1[CH:7]=[CH:6][CH:5]=[CH:4][CH:3]=1.CN(C=O)C.CC(C)([O-])C.[K+].ClC1C=CC(S(O[CH2:57][P:58]([O:63][CH2:64][CH3:65])([O:60][CH2:61][CH3:62])=[O:59])(=O)=O)=CC=1, predict the reaction product. (2) Given the reactants C(Cl)(=O)C(Cl)=O.CS(C)=O.[C:11]([O:15][C:16]([N:18]1[CH2:25][C@H:24]2[C@H:20]([CH2:21][CH2:22][CH2:23]2)[C@H:19]1[CH2:26][OH:27])=[O:17])([CH3:14])([CH3:13])[CH3:12].CCN(C(C)C)C(C)C, predict the reaction product. The product is: [C:11]([O:15][C:16]([N:18]1[CH2:25][C@H:24]2[C@H:20]([CH2:21][CH2:22][CH2:23]2)[C@H:19]1[CH:26]=[O:27])=[O:17])([CH3:14])([CH3:13])[CH3:12]. (3) Given the reactants [C:1]([Si:5]([CH3:37])([CH3:36])[O:6][C:7]1[CH:12]=[CH:11][C:10]([C@H:13]2[N:16]([C:17]3[CH:22]=[CH:21][C:20]([F:23])=[CH:19][CH:18]=3)[C:15](=[O:24])[C@@H:14]2[CH2:25][CH2:26][C:27]([C:29]2[CH:34]=[CH:33][C:32]([F:35])=[CH:31][CH:30]=2)=[O:28])=[CH:9][CH:8]=1)([CH3:4])([CH3:3])[CH3:2].CO.S(=O)(=O)(O)O, predict the reaction product. The product is: [C:1]([Si:5]([CH3:37])([CH3:36])[O:6][C:7]1[CH:8]=[CH:9][C:10]([C@H:13]2[N:16]([C:17]3[CH:22]=[CH:21][C:20]([F:23])=[CH:19][CH:18]=3)[C:15](=[O:24])[C@@H:14]2[CH2:25][CH2:26][C@@H:27]([C:29]2[CH:34]=[CH:33][C:32]([F:35])=[CH:31][CH:30]=2)[OH:28])=[CH:11][CH:12]=1)([CH3:2])([CH3:4])[CH3:3]. (4) Given the reactants Br[C:2]1[N:23]=[C:5]2[N:6]=[C:7]([CH3:22])[C:8]([C:18]([O:20][CH3:21])=[O:19])=[C:9]([C:10]3[CH:15]=[CH:14][C:13]([Cl:16])=[CH:12][C:11]=3[Cl:17])[N:4]2[N:3]=1.[NH:24]1[CH2:29][CH2:28][S:27][CH2:26][CH2:25]1, predict the reaction product. The product is: [Cl:17][C:11]1[CH:12]=[C:13]([Cl:16])[CH:14]=[CH:15][C:10]=1[C:9]1[N:4]2[N:3]=[C:2]([N:24]3[CH2:29][CH2:28][S:27][CH2:26][CH2:25]3)[N:23]=[C:5]2[N:6]=[C:7]([CH3:22])[C:8]=1[C:18]([O:20][CH3:21])=[O:19].